Dataset: Full USPTO retrosynthesis dataset with 1.9M reactions from patents (1976-2016). Task: Predict the reactants needed to synthesize the given product. (1) Given the product [CH3:16][N:17]([CH3:19])/[CH:18]=[CH:12]/[C:11]([C:3]1[O:4][C:5]2[CH:10]=[CH:9][CH:8]=[CH:7][C:6]=2[C:2]=1[CH3:1])=[O:13], predict the reactants needed to synthesize it. The reactants are: [CH3:1][C:2]1[C:6]2[CH:7]=[CH:8][CH:9]=[CH:10][C:5]=2[O:4][C:3]=1[C:11](=[O:13])[CH3:12].CO[CH:16](OC)[N:17]([CH3:19])[CH3:18]. (2) Given the product [O:10]1[CH:14]=[CH:13][CH:12]=[C:11]1[CH2:15][CH2:16][C:17]1[CH:22]=[CH:21][C:20]([CH2:23][CH2:24][N+:25]([O-:27])=[O:26])=[CH:19][CH:18]=1, predict the reactants needed to synthesize it. The reactants are: O1CCCC1.CS(C)=O.[O:10]1[CH:14]=[CH:13][CH:12]=[C:11]1[CH2:15][CH2:16][C:17]1[CH:22]=[CH:21][C:20](/[CH:23]=[CH:24]/[N+:25]([O-:27])=[O:26])=[CH:19][CH:18]=1.C(O)(=O)C.[BH4-].[Na+].